From a dataset of Forward reaction prediction with 1.9M reactions from USPTO patents (1976-2016). Predict the product of the given reaction. (1) The product is: [CH3:1][C:2]1[CH:7]=[CH:6][C:5]([N:8]2[CH2:9][CH2:10][N:11]([CH2:18][CH2:19][CH3:20])[CH2:12][CH2:13]2)=[CH:4][C:3]=1[N+:14]([O-:16])=[O:15]. Given the reactants [CH3:1][C:2]1[CH:7]=[CH:6][C:5]([N:8]2[CH2:13][CH2:12][NH:11][CH2:10][CH2:9]2)=[CH:4][C:3]=1[N+:14]([O-:16])=[O:15].Br[CH2:18][CH2:19][CH3:20], predict the reaction product. (2) Given the reactants [C:1]([CH2:6][C:7]([O:9][CH3:10])=[O:8])(=[O:5])[CH:2]([CH3:4])[CH3:3].C[O-].[Na+].[Cl:14][C:15]1[CH:20]=[CH:19][CH:18]=[C:17]([Cl:21])[C:16]=1[C:22](Cl)=[N:23]O, predict the reaction product. The product is: [CH3:10][O:9][C:7]([C:6]1[C:22]([C:16]2[C:15]([Cl:14])=[CH:20][CH:19]=[CH:18][C:17]=2[Cl:21])=[N:23][O:5][C:1]=1[CH:2]([CH3:4])[CH3:3])=[O:8]. (3) Given the reactants C([C@H:3]([S:7]([C:35]1[CH:40]=[CH:39][CH:38]=[CH:37][CH:36]=1)(=[N:9][C:10]([C:12]1[CH:13]=[N:14][CH:15]=[C:16]([C:18]#[C:19][C:20]2[CH:25]=[CH:24][CH:23]=[C:22]([NH:26][C:27]([C:29]3[O:30][CH:31]=[CH:32][C:33]=3[CH3:34])=[O:28])[CH:21]=2)[CH:17]=1)=[O:11])=[O:8])[C:4]([O-:6])=O)C.[NH:41]1[CH2:45][CH2:44][CH:43]([OH:46])[CH2:42]1, predict the reaction product. The product is: [OH:46][CH:43]1[CH2:44][CH2:45][N:41]([C:4](=[O:6])[CH2:3][S:7](=[O:8])([C:35]2[CH:36]=[CH:37][CH:38]=[CH:39][CH:40]=2)=[N:9][C:10](=[O:11])[C:12]2[CH:17]=[C:16]([C:18]#[C:19][C:20]3[CH:25]=[CH:24][CH:23]=[C:22]([NH:26][C:27]([C:29]4[O:30][CH:31]=[CH:32][C:33]=4[CH3:34])=[O:28])[CH:21]=3)[CH:15]=[N:14][CH:13]=2)[CH2:42]1. (4) Given the reactants [NH2:1][C:2]1[N:6]=[CH:5][N:4]([C:7]2[CH:14]=[CH:13][C:12](/[CH:15]=[CH:16]/[CH:17]([C:22]3[CH:27]=[C:26]([Cl:28])[C:25]([Cl:29])=[C:24]([Cl:30])[CH:23]=3)[C:18]([F:21])([F:20])[F:19])=[CH:11][C:8]=2[C:9]#[N:10])[N:3]=1.[CH:31]1([C:34](Cl)=[O:35])[CH2:33][CH2:32]1, predict the reaction product. The product is: [C:9]([C:8]1[CH:11]=[C:12](/[CH:15]=[CH:16]/[CH:17]([C:22]2[CH:23]=[C:24]([Cl:30])[C:25]([Cl:29])=[C:26]([Cl:28])[CH:27]=2)[C:18]([F:19])([F:20])[F:21])[CH:13]=[CH:14][C:7]=1[N:4]1[CH:5]=[N:6][C:2]([N:1]([C:34]([CH:31]2[CH2:33][CH2:32]2)=[O:35])[C:34]([CH:31]2[CH2:33][CH2:32]2)=[O:35])=[N:3]1)#[N:10].